Dataset: Cav3 T-type calcium channel HTS with 100,875 compounds. Task: Binary Classification. Given a drug SMILES string, predict its activity (active/inactive) in a high-throughput screening assay against a specified biological target. The compound is S1C=2N(C(C3=C(N2)CC(CC3=O)(C)C)c2ccccc2)C(=O)CC1. The result is 0 (inactive).